This data is from Forward reaction prediction with 1.9M reactions from USPTO patents (1976-2016). The task is: Predict the product of the given reaction. (1) The product is: [C:1]([O:5][C:6](=[O:22])[CH2:7][CH2:8][N:9]1[CH2:14][CH2:13][S:12][CH:11]([C:15]2[CH:20]=[CH:19][C:18]([O:30][C:25]3[CH:26]=[CH:27][CH:28]=[CH:29][C:24]=3[Cl:23])=[CH:17][CH:16]=2)[CH2:10]1)([CH3:4])([CH3:3])[CH3:2]. Given the reactants [C:1]([O:5][C:6](=[O:22])[CH2:7][CH2:8][N:9]1[CH2:14][CH2:13][S:12][CH:11]([C:15]2[CH:20]=[CH:19][C:18](I)=[CH:17][CH:16]=2)[CH2:10]1)([CH3:4])([CH3:3])[CH3:2].[Cl:23][C:24]1[CH:29]=[CH:28][CH:27]=[CH:26][C:25]=1[OH:30].N1C=CC=CC=1C(O)=O.[O-]P([O-])([O-])=O.[K+].[K+].[K+], predict the reaction product. (2) Given the reactants C1(P(C2C=CC=CC=2)C2C=CC=CC=2)C=CC=CC=1.[CH2:20]([C:23]1[CH:28]=[CH:27][C:26]([CH2:29][CH2:30][CH2:31]O)=[CH:25][CH:24]=1)[CH:21]=[CH2:22].C(Br)(Br)(Br)[Br:34], predict the reaction product. The product is: [CH2:20]([C:23]1[CH:28]=[CH:27][C:26]([CH2:29][CH2:30][CH2:31][Br:34])=[CH:25][CH:24]=1)[CH:21]=[CH2:22]. (3) The product is: [Cl:10][C:4]1[CH:3]=[C:2]([NH:1][C:14]([CH:15]2[CH2:16][CH2:17][CH:11]2[C:12]([OH:19])=[O:13])=[O:18])[CH:9]=[CH:8][C:5]=1[C:6]#[N:7]. Given the reactants [NH2:1][C:2]1[CH:9]=[CH:8][C:5]([C:6]#[N:7])=[C:4]([Cl:10])[CH:3]=1.[CH:11]12[CH2:17][CH2:16][CH:15]1[C:14](=[O:18])[O:13][C:12]2=[O:19], predict the reaction product. (4) Given the reactants [N+:1]([C:4]1[CH:5]=[C:6]([CH:10]2[CH2:15][NH:14][CH2:13][CH2:12][NH:11]2)[CH:7]=[CH:8][CH:9]=1)([O-:3])=[O:2].Cl[C:17]1[C:26]2[C:21](=[CH:22][C:23]([O:29][CH3:30])=[C:24]([O:27][CH3:28])[CH:25]=2)[N:20]=[CH:19][N:18]=1, predict the reaction product. The product is: [N+:1]([C:4]1[CH:5]=[C:6]([CH:10]2[NH:11][CH2:12][CH2:13][N:14]([C:17]3[C:26]4[C:21](=[CH:22][C:23]([O:29][CH3:30])=[C:24]([O:27][CH3:28])[CH:25]=4)[N:20]=[CH:19][N:18]=3)[CH2:15]2)[CH:7]=[CH:8][CH:9]=1)([O-:3])=[O:2]. (5) Given the reactants [Cl:1][C:2]1[CH:3]=[CH:4][C:5]([S:13]([C:16]2[CH:21]=[CH:20][C:19]([CH2:22][C@H:23]([NH:25][CH2:26][C@@H:27]([C:29]3[CH:34]=[CH:33][CH:32]=[C:31]([Cl:35])[CH:30]=3)[OH:28])[CH3:24])=[CH:18][CH:17]=2)(=[O:15])=[O:14])=[C:6]([CH:12]=1)[C:7]([O:9]CC)=[O:8].[OH-].[Na+:37].Cl, predict the reaction product. The product is: [Cl:1][C:2]1[CH:3]=[CH:4][C:5]([S:13]([C:16]2[CH:17]=[CH:18][C:19]([CH2:22][C@H:23]([NH:25][CH2:26][C@@H:27]([C:29]3[CH:34]=[CH:33][CH:32]=[C:31]([Cl:35])[CH:30]=3)[OH:28])[CH3:24])=[CH:20][CH:21]=2)(=[O:14])=[O:15])=[C:6]([CH:12]=1)[C:7]([O-:9])=[O:8].[Na+:37]. (6) Given the reactants [NH2:1][C:2]1[S:3][C:4]([C:10]2[CH:15]=[CH:14][N:13]=[CH:12][CH:11]=2)=[CH:5][C:6]=1[C:7]([NH2:9])=[O:8].O.[C:17]1(C)[CH:22]=CC(S(O)(=O)=O)=C[CH:18]=1.CC(C)=O, predict the reaction product. The product is: [CH3:18][C:17]1([CH3:22])[NH:1][C:2]2[S:3][C:4]([C:10]3[CH:11]=[CH:12][N:13]=[CH:14][CH:15]=3)=[CH:5][C:6]=2[C:7](=[O:8])[NH:9]1. (7) Given the reactants [CH3:1][N:2]([CH2:4][CH:5]([C:14]1([OH:20])[CH2:19][CH2:18][CH2:17][CH2:16][CH2:15]1)[C:6]1[CH:7]=[CH:8][C:9]([O:12][CH3:13])=[CH:10][CH:11]=1)[CH3:3].Cl.ClCCl.[OH-].[Na+], predict the reaction product. The product is: [CH3:1][N:2]([CH2:4][CH:5]([C:14]1([OH:20])[CH2:19][CH2:18][CH2:17][CH2:16][CH2:15]1)[C:6]1[CH:7]=[CH:8][C:9]([O:12][CH3:13])=[CH:10][CH:11]=1)[CH3:3]. (8) Given the reactants [CH3:1][N:2]1[C:6]([C:7]2[CH:8]=[C:9]([C:14]([OH:16])=O)[S:10][C:11]=2[CH2:12][CH3:13])=[C:5]([CH3:17])[CH:4]=[N:3]1.[NH2:18][C@@H:19]([CH2:32][C:33]1[CH:38]=[CH:37][CH:36]=[CH:35][C:34]=1[C:39]([F:42])([F:41])[F:40])[CH2:20][N:21]1[C:29](=[O:30])[C:28]2[C:23](=[CH:24][CH:25]=[CH:26][CH:27]=2)[C:22]1=[O:31].C(N(C(C)C)CC)(C)C.F[P-](F)(F)(F)(F)F.Br[P+](N1CCCC1)(N1CCCC1)N1CCCC1, predict the reaction product. The product is: [CH3:1][N:2]1[C:6]([C:7]2[CH:8]=[C:9]([C:14]([NH:18][C@@H:19]([CH2:32][C:33]3[CH:38]=[CH:37][CH:36]=[CH:35][C:34]=3[C:39]([F:42])([F:40])[F:41])[CH2:20][N:21]3[C:29](=[O:30])[C:28]4[C:23](=[CH:24][CH:25]=[CH:26][CH:27]=4)[C:22]3=[O:31])=[O:16])[S:10][C:11]=2[CH2:12][CH3:13])=[C:5]([CH3:17])[CH:4]=[N:3]1. (9) Given the reactants C(OC([N:8]1[CH2:13][CH2:12][CH:11]2[C:14]3[CH:20]=[C:19]([S:21]([C:24]4[CH:29]=[CH:28][CH:27]=[C:26]([Cl:30])[CH:25]=4)(=[O:23])=[O:22])[CH:18]=[CH:17][C:15]=3[O:16][CH:10]2[CH2:9]1)=O)(C)(C)C.[C:31]([OH:37])([C:33]([F:36])([F:35])[F:34])=[O:32], predict the reaction product. The product is: [Cl:30][C:26]1[CH:25]=[C:24]([S:21]([C:19]2[CH:18]=[CH:17][C:15]3[O:16][CH:10]4[CH2:9][NH:8][CH2:13][CH2:12][CH:11]4[C:14]=3[CH:20]=2)(=[O:22])=[O:23])[CH:29]=[CH:28][CH:27]=1.[F:34][C:33]([F:36])([F:35])[C:31]([OH:37])=[O:32]. (10) Given the reactants [NH2:1][C:2]1[C:11]([F:12])=[C:10](F)[C:9]([O:14][CH3:15])=[C:8]2[C:3]=1[C:4](=[O:22])[C:5]([C:19]([OH:21])=[O:20])=[CH:6][N:7]2[CH:16]1[CH2:18][CH2:17]1.[CH3:23][N:24]([C:29]1[CH:34]=[CH:33][CH:32]=[CH:31][N:30]=1)[CH2:25][CH2:26][NH:27][CH3:28].C(N(CC)CC)C, predict the reaction product. The product is: [NH2:1][C:2]1[C:11]([F:12])=[C:10]([N:27]([CH3:28])[CH2:26][CH2:25][N:24]([CH3:23])[C:29]2[CH:34]=[CH:33][CH:32]=[CH:31][N:30]=2)[C:9]([O:14][CH3:15])=[C:8]2[C:3]=1[C:4](=[O:22])[C:5]([C:19]([OH:21])=[O:20])=[CH:6][N:7]2[CH:16]1[CH2:18][CH2:17]1.